Dataset: Reaction yield outcomes from USPTO patents with 853,638 reactions. Task: Predict the reaction yield, written as a fraction of the theoretical maximum amount of product (1.0 means a 100% yield; for example, 0.34 means a 34% yield). (1) The yield is 0.980. The product is [Cl:25][C:26]1[CH:31]=[CH:30][C:29]([O:17][CH2:16][CH:15]([CH3:22])[CH2:14][O:13][C:10]2[CH:11]=[CH:12][C:7]([CH2:6][CH2:5][C:4]([OH:3])=[O:24])=[C:8]([CH3:23])[CH:9]=2)=[C:28]([O:33][C:34]2[CH:35]=[CH:36][CH:37]=[CH:38][CH:39]=2)[CH:27]=1. No catalyst specified. The reactants are C([O:3][C:4](=[O:24])[CH2:5][CH2:6][C:7]1[CH:12]=[CH:11][C:10]([O:13][CH2:14][CH:15]([CH3:22])[CH2:16][O:17]S(C)(=O)=O)=[CH:9][C:8]=1[CH3:23])C.[Cl:25][C:26]1[CH:31]=[CH:30][C:29](O)=[C:28]([O:33][C:34]2[CH:39]=[CH:38][CH:37]=[CH:36][CH:35]=2)[CH:27]=1. (2) The reactants are [O:1]=[S:2]1(=[O:27])[CH2:7][CH2:6][N:5]([CH2:8][CH2:9][N:10]([CH2:23][CH2:24][O:25][CH3:26])S(C2C=CC=CC=2[N+]([O-])=O)(=O)=O)[CH2:4][CH2:3]1.C1(S)C=CC=CC=1.C(=O)([O-])[O-].[K+].[K+]. The catalyst is C(#N)C.C(OCC)(=O)C. The product is [O:27]=[S:2]1(=[O:1])[CH2:3][CH2:4][N:5]([CH2:8][CH2:9][NH:10][CH2:23][CH2:24][O:25][CH3:26])[CH2:6][CH2:7]1. The yield is 0.840.